From a dataset of Full USPTO retrosynthesis dataset with 1.9M reactions from patents (1976-2016). Predict the reactants needed to synthesize the given product. (1) Given the product [CH3:9][O:10][C:11]1[CH:18]=[C:17]([O:19][CH3:20])[CH:16]=[CH:15][C:12]=1[CH2:13][NH:8][C:5]1[CH:4]=[CH:3][C:2]([F:1])=[CH:7][N:6]=1, predict the reactants needed to synthesize it. The reactants are: [F:1][C:2]1[CH:3]=[CH:4][C:5]([NH2:8])=[N:6][CH:7]=1.[CH3:9][O:10][C:11]1[CH:18]=[C:17]([O:19][CH3:20])[CH:16]=[CH:15][C:12]=1[CH:13]=O.C(O[BH-](OC(=O)C)OC(=O)C)(=O)C.[Na+].[OH-].[Na+]. (2) Given the product [CH2:1]([C:3]1[S:4][C:5]2[N:6]=[CH:7][N:8]=[C:9]([O:12][CH:13]3[CH2:18][CH2:17][CH:16]([N:19]([CH3:27])[CH3:20])[CH2:15][CH2:14]3)[C:10]=2[N:11]=1)[CH3:2], predict the reactants needed to synthesize it. The reactants are: [CH2:1]([C:3]1[S:4][C:5]2[N:6]=[CH:7][N:8]=[C:9]([O:12][CH:13]3[CH2:18][CH2:17][CH:16]([N:19]([CH3:27])[C:20](=O)OC(C)(C)C)[CH2:15][CH2:14]3)[C:10]=2[N:11]=1)[CH3:2].Cl. (3) Given the product [OH:27][C:7]1[C:8]2[S:20][C:19]([C:21]3[CH:22]=[CH:23][CH:24]=[CH:25][CH:26]=3)=[N:18][C:9]=2[C:10]([C:12]2[CH:17]=[CH:16][CH:15]=[CH:14][CH:13]=2)=[N:11][C:6]=1[C:4]([NH:28][CH2:29][C:30]([OH:32])=[O:31])=[O:5], predict the reactants needed to synthesize it. The reactants are: C(O[C:4]([C:6]1[N:11]=[C:10]([C:12]2[CH:17]=[CH:16][CH:15]=[CH:14][CH:13]=2)[C:9]2[N:18]=[C:19]([C:21]3[CH:26]=[CH:25][CH:24]=[CH:23][CH:22]=3)[S:20][C:8]=2[C:7]=1[OH:27])=[O:5])C.[NH2:28][CH2:29][C:30]([OH:32])=[O:31]. (4) Given the product [N+:1]([C:4]1[CH:5]=[CH:6][C:7]([CH2:8][NH:9][S:21]([CH2:19][CH3:20])(=[O:23])=[O:22])=[CH:10][CH:11]=1)([O-:3])=[O:2], predict the reactants needed to synthesize it. The reactants are: [N+:1]([C:4]1[CH:11]=[CH:10][C:7]([CH2:8][NH2:9])=[CH:6][CH:5]=1)([O-:3])=[O:2].C(N(CC)CC)C.[CH2:19]([S:21](Cl)(=[O:23])=[O:22])[CH3:20]. (5) Given the product [NH:21]1[CH:25]=[CH:24][N:23]=[C:22]1[C:26]1[C:34]2[C:29](=[N:30][CH:31]=[CH:32][CH:33]=2)[N:28]([CH2:35][C:36]([N:17]2[CH2:18][CH2:19][N:14]([C:9]3[CH:10]=[CH:11][C:12]([Cl:13])=[C:7]([O:6][CH2:5][CH2:4][F:3])[CH:8]=3)[CH2:15][C@@H:16]2[CH3:20])=[O:37])[N:27]=1, predict the reactants needed to synthesize it. The reactants are: Cl.Cl.[F:3][CH2:4][CH2:5][O:6][C:7]1[CH:8]=[C:9]([N:14]2[CH2:19][CH2:18][NH:17][C@@H:16]([CH3:20])[CH2:15]2)[CH:10]=[CH:11][C:12]=1[Cl:13].[NH:21]1[CH:25]=[CH:24][N:23]=[C:22]1[C:26]1[C:34]2[C:29](=[N:30][CH:31]=[CH:32][CH:33]=2)[N:28]([CH2:35][C:36](O)=[O:37])[N:27]=1.CN(C(ON1N=NC2C=CC=CC1=2)=[N+](C)C)C.F[P-](F)(F)(F)(F)F.CCN(C(C)C)C(C)C. (6) The reactants are: C[O:2][C:3](=[O:27])[C:4]1[CH:9]=[CH:8][C:7]([Br:10])=[C:6]([CH2:11][N:12]2[CH2:17][CH2:16][CH:15]([C:18]3[C:26]4[C:21](=[CH:22][CH:23]=[CH:24][CH:25]=4)[NH:20][CH:19]=3)[CH2:14][CH2:13]2)[CH:5]=1.Br[CH2:29][CH:30]1[O:34][CH2:33][CH2:32][O:31]1. Given the product [Br:10][C:7]1[CH:8]=[CH:9][C:4]([C:3]([OH:2])=[O:27])=[CH:5][C:6]=1[CH2:11][N:12]1[CH2:13][CH2:14][CH:15]([C:18]2[C:26]3[C:21](=[CH:22][CH:23]=[CH:24][CH:25]=3)[N:20]([CH2:29][CH:30]3[O:34][CH2:33][CH2:32][O:31]3)[CH:19]=2)[CH2:16][CH2:17]1, predict the reactants needed to synthesize it. (7) Given the product [CH:1]([O:4][P:5]([C:11]([P:21](=[O:30])([O:26][CH:27]([CH3:29])[CH3:28])[O:22][CH:23]([CH3:25])[CH3:24])([F:20])[CH2:12][C:13]1[CH:18]=[CH:17][N:16]=[C:15]([C:35]2[CH:36]=[CH:37][CH:38]=[C:39]3[C:34]=2[CH:33]=[N:32][NH:31]3)[CH:14]=1)(=[O:10])[O:6][CH:7]([CH3:9])[CH3:8])([CH3:3])[CH3:2], predict the reactants needed to synthesize it. The reactants are: [CH:1]([O:4][P:5]([C:11]([P:21](=[O:30])([O:26][CH:27]([CH3:29])[CH3:28])[O:22][CH:23]([CH3:25])[CH3:24])([F:20])[CH2:12][C:13]1[CH:18]=[CH:17][N:16]=[C:15](Cl)[CH:14]=1)(=[O:10])[O:6][CH:7]([CH3:9])[CH3:8])([CH3:3])[CH3:2].[NH:31]1[C:39]2[C:34](=[C:35](B(O)O)[CH:36]=[CH:37][CH:38]=2)[CH:33]=[N:32]1.